This data is from Catalyst prediction with 721,799 reactions and 888 catalyst types from USPTO. The task is: Predict which catalyst facilitates the given reaction. (1) Reactant: [Br:1][C:2]1[CH:3]=[CH:4][C:5]([OH:24])=[C:6]([C:8]2[CH2:12][CH2:11][CH2:10][C:9]=2[C:13]2[N:18]=[C:17]([C:19]([O:21][CH2:22][CH3:23])=[O:20])[CH:16]=[CH:15][CH:14]=2)[CH:7]=1.N(C(OCC)=O)=NC(OCC)=O.[C:37]1(P(C2C=CC=CC=2)C2C=CC=CC=2)[CH:42]=CC=C[CH:38]=1.C(O)C(C)C. Product: [Br:1][C:2]1[CH:3]=[CH:4][C:5]([O:24][CH:37]([CH3:42])[CH3:38])=[C:6]([C:8]2[CH2:12][CH2:11][CH2:10][C:9]=2[C:13]2[N:18]=[C:17]([C:19]([O:21][CH2:22][CH3:23])=[O:20])[CH:16]=[CH:15][CH:14]=2)[CH:7]=1. The catalyst class is: 1. (2) Reactant: [CH3:1][O:2][C:3](=[O:12])[C:4]1[CH:9]=[C:8]([NH2:10])[CH:7]=[CH:6][C:5]=1[Cl:11].[Br:13][C:14]1[CH:15]=[C:16]([CH:19]=[CH:20][CH:21]=1)[CH:17]=O. Product: [CH3:1][O:2][C:3](=[O:12])[C:4]1[CH:9]=[C:8]([N:10]=[CH:17][C:16]2[CH:19]=[CH:20][CH:21]=[C:14]([Br:13])[CH:15]=2)[CH:7]=[CH:6][C:5]=1[Cl:11]. The catalyst class is: 626. (3) Reactant: FC(F)(F)S(O[C:7]1[CH2:12][CH2:11][N:10]([C:13]([O:15][C:16]([CH3:19])([CH3:18])[CH3:17])=[O:14])[CH2:9][C:8]=1[C:20]([O:22][CH2:23][CH3:24])=[O:21])(=O)=O.[CH3:27][C:28]1([CH3:44])[C:32]([CH3:34])([CH3:33])[O:31][B:30]([B:30]2[O:31][C:32]([CH3:34])([CH3:33])[C:28]([CH3:44])([CH3:27])[O:29]2)[O:29]1.C([O-])(=O)C.[K+]. Product: [CH3:27][C:28]1([CH3:44])[C:32]([CH3:34])([CH3:33])[O:31][B:30]([C:7]2[CH2:12][CH2:11][N:10]([C:13]([O:15][C:16]([CH3:19])([CH3:18])[CH3:17])=[O:14])[CH2:9][C:8]=2[C:20]([O:22][CH2:23][CH3:24])=[O:21])[O:29]1. The catalyst class is: 294. (4) Reactant: [N:1]1([C:6]2[CH:11]=[C:10]([NH2:12])[C:9]([NH2:13])=[C:8]([CH3:14])[CH:7]=2)[CH:5]=[CH:4][N:3]=[CH:2]1.[I:15][C:16]1[CH:21]=[CH:20][N:19]=[C:18]([O:22][CH3:23])[C:17]=1[CH:24]=O. Product: [N:1]1([C:6]2[CH:7]=[C:8]([CH3:14])[C:9]3[N:13]=[C:24]([C:17]4[C:18]([O:22][CH3:23])=[N:19][CH:20]=[CH:21][C:16]=4[I:15])[NH:12][C:10]=3[CH:11]=2)[CH:5]=[CH:4][N:3]=[CH:2]1. The catalyst class is: 5. (5) Reactant: [NH2:1][C:2]1[S:3][CH:4]=[C:5]([C:7]([O:9][CH2:10][CH3:11])=[O:8])[N:6]=1.CCN(C(C)C)C(C)C.[F:21][C:22]([F:34])([F:33])[O:23][C:24]1[CH:32]=[CH:31][CH:30]=[CH:29][C:25]=1[C:26](Cl)=[O:27].O. Product: [F:21][C:22]([F:33])([F:34])[O:23][C:24]1[CH:32]=[CH:31][CH:30]=[CH:29][C:25]=1[C:26]([NH:1][C:2]1[S:3][CH:4]=[C:5]([C:7]([O:9][CH2:10][CH3:11])=[O:8])[N:6]=1)=[O:27]. The catalyst class is: 1. (6) Reactant: Br[C:2]1[C:11]2[O:10][CH2:9][CH2:8][O:7][C:6]=2[C:5]([O:12][CH3:13])=[CH:4][CH:3]=1.C([Li])CCC.C([O:22][B:23](OC(C)C)[O:24]C(C)C)(C)C. Product: [CH3:13][O:12][C:5]1[C:6]2[O:7][CH2:8][CH2:9][O:10][C:11]=2[C:2]([B:23]([OH:24])[OH:22])=[CH:3][CH:4]=1. The catalyst class is: 1. (7) Reactant: [CH3:1][NH:2][C:3]([C:5]1[C:9]2[CH:10]=[C:11]([O:15][CH:16]([CH3:18])[CH3:17])[C:12]([NH2:14])=[CH:13][C:8]=2[O:7][C:6]=1[C:19]1[CH:24]=[CH:23][C:22]([F:25])=[CH:21][CH:20]=1)=[O:4].N1C=CC=CC=1.[CH3:32][S:33](Cl)(=[O:35])=[O:34].NC1C=CC=CC=1. Product: [CH3:1][NH:2][C:3]([C:5]1[C:9]2[CH:10]=[C:11]([O:15][CH:16]([CH3:18])[CH3:17])[C:12]([NH:14][S:33]([CH3:32])(=[O:35])=[O:34])=[CH:13][C:8]=2[O:7][C:6]=1[C:19]1[CH:20]=[CH:21][C:22]([F:25])=[CH:23][CH:24]=1)=[O:4]. The catalyst class is: 46.